Predict the reactants needed to synthesize the given product. From a dataset of Full USPTO retrosynthesis dataset with 1.9M reactions from patents (1976-2016). Given the product [CH3:3][CH:2]([C:4]1[N:8]([CH2:9][CH2:10][C@@H:11]([OH:17])[CH2:12][C@@H:13]([OH:18])[CH2:14][C:15]([O-:16])=[O:42])[C:7]([C:19]2[CH:20]=[CH:21][C:22]([F:25])=[CH:23][CH:24]=2)=[C:6]([C:26]2[CH:27]=[CH:28][CH:29]=[CH:30][CH:31]=2)[C:5]=1[C:32]([NH:34][C:35]1[CH:36]=[CH:37][CH:38]=[CH:39][CH:40]=1)=[O:33])[CH3:1].[CH3:3][CH:2]([C:4]1[N:8]([CH2:9][CH2:10][C@@H:11]([OH:17])[CH2:12][C@@H:13]([OH:18])[CH2:14][C:15]([O-:16])=[O:49])[C:7]([C:19]2[CH:20]=[CH:21][C:22]([F:25])=[CH:23][CH:24]=2)=[C:6]([C:26]2[CH:27]=[CH:28][CH:29]=[CH:30][CH:31]=2)[C:5]=1[C:32]([NH:34][C:35]1[CH:36]=[CH:37][CH:38]=[CH:39][CH:40]=1)=[O:33])[CH3:1].[Sr+2:52], predict the reactants needed to synthesize it. The reactants are: [CH3:1][CH:2]([C:4]1[N:8]([CH2:9][CH2:10][C@H:11]2[O:17][C:15](=[O:16])[CH2:14][C@H:13]([OH:18])[CH2:12]2)[C:7]([C:19]2[CH:20]=[CH:21][C:22]([F:25])=[CH:23][CH:24]=2)=[C:6]([C:26]2[CH:27]=[CH:28][CH:29]=[CH:30][CH:31]=2)[C:5]=1[C:32]([NH:34][C:35]1[CH:36]=[CH:37][CH:38]=[CH:39][CH:40]=1)=[O:33])[CH3:3].C[O:42]C(C)(C)C.CC(C)=[O:49].[OH-].[Sr+2:52].[OH-].